This data is from Catalyst prediction with 721,799 reactions and 888 catalyst types from USPTO. The task is: Predict which catalyst facilitates the given reaction. (1) Reactant: Br[C:2]1[CH:3]=[C:4]([C:7]([O:9][CH3:10])=[O:8])[NH:5][CH:6]=1.Br[CH2:12][C:13]([C:15]1[CH:20]=[CH:19][C:18]([O:21][CH3:22])=[CH:17][CH:16]=1)=[O:14].CC(C)([O-])C.[K+]. Product: [CH3:22][O:21][C:18]1[CH:19]=[CH:20][C:15]([C:13](=[O:14])[CH2:12][N:5]2[CH:6]=[CH:2][CH:3]=[C:4]2[C:7]([O:9][CH3:10])=[O:8])=[CH:16][CH:17]=1. The catalyst class is: 3. (2) Reactant: [H-].[H-].[H-].[H-].[Li+].[Al+3].[S:7]([C:11]1[CH:19]=[CH:18][C:14]([C:15](O)=[O:16])=[CH:13][CH:12]=1)(=[O:10])(=[O:9])[NH2:8]. Product: [OH:16][CH2:15][C:14]1[CH:13]=[CH:12][C:11]([S:7]([NH2:8])(=[O:9])=[O:10])=[CH:19][CH:18]=1. The catalyst class is: 1. (3) Reactant: [Li+].[OH-].[CH3:3][CH:4]([CH3:34])[CH2:5][CH2:6][CH:7]([N:13]1[CH2:18][CH2:17][C@@H:16]([CH2:19][C:20]([O:22]C)=[O:21])[CH2:15][C@H:14]1[C:24]1[CH:29]=[CH:28][C:27]([C:30]([F:33])([F:32])[F:31])=[CH:26][CH:25]=1)[CH2:8][CH2:9][CH:10]([CH3:12])[CH3:11].Cl. Product: [CH3:11][CH:10]([CH3:12])[CH2:9][CH2:8][CH:7]([N:13]1[CH2:18][CH2:17][C@@H:16]([CH2:19][C:20]([OH:22])=[O:21])[CH2:15][C@H:14]1[C:24]1[CH:29]=[CH:28][C:27]([C:30]([F:33])([F:31])[F:32])=[CH:26][CH:25]=1)[CH2:6][CH2:5][CH:4]([CH3:3])[CH3:34]. The catalyst class is: 90.